Dataset: Forward reaction prediction with 1.9M reactions from USPTO patents (1976-2016). Task: Predict the product of the given reaction. The product is: [Br:18][C:14]1[CH:15]=[C:16]([F:17])[C:11]([C:9]#[C:8][Si:5]([C:1]([CH3:4])([CH3:3])[CH3:2])([CH3:7])[CH3:6])=[N:12][CH:13]=1. Given the reactants [C:1]([Si:5]([C:8]#[CH:9])([CH3:7])[CH3:6])([CH3:4])([CH3:3])[CH3:2].Br[C:11]1[C:16]([F:17])=[CH:15][C:14]([Br:18])=[CH:13][N:12]=1.C(N(CC)CC)C, predict the reaction product.